This data is from Catalyst prediction with 721,799 reactions and 888 catalyst types from USPTO. The task is: Predict which catalyst facilitates the given reaction. (1) Reactant: [CH3:1][O:2][C:3]1[CH:9]=[C:8]([O:10][CH2:11][CH2:12][CH3:13])[CH:7]=[CH:6][C:4]=1[NH2:5].[I-].C[N+]1(CC2C=CC=CC=2)[CH2:21][CH2:20][C:19](=[O:22])[CH2:18][CH2:17]1.C(Cl)Cl. Product: [CH3:1][O:2][C:3]1[CH:9]=[C:8]([O:10][CH2:11][CH2:12][CH3:13])[CH:7]=[CH:6][C:4]=1[N:5]1[CH2:21][CH2:20][C:19](=[O:22])[CH2:18][CH2:17]1. The catalyst class is: 88. (2) Reactant: [O:1]=[C:2]1[C@@H:6](OS(C)(=O)=O)[CH2:5][CH2:4][NH:3]1.[CH3:12][O:13][C:14]1[CH:15]=[C:16]2[C:25](=[CH:26][CH:27]=1)[C:24](=[O:28])[C:18]1([CH2:23][CH2:22][NH:21][CH2:20][CH2:19]1)[CH2:17]2.CCN(C(C)C)C(C)C. Product: [CH3:12][O:13][C:14]1[CH:15]=[C:16]2[C:25](=[CH:26][CH:27]=1)[C:24](=[O:28])[C:18]1([CH2:23][CH2:22][N:21]([CH:6]3[CH2:5][CH2:4][NH:3][C:2]3=[O:1])[CH2:20][CH2:19]1)[CH2:17]2. The catalyst class is: 10. (3) Reactant: [OH:1][C@H:2]1[CH2:6][CH2:5][N:4]([C:7]([O:9][C:10]([CH3:13])([CH3:12])[CH3:11])=[O:8])[CH2:3]1.[H-].[Na+].F[C:17]1[CH:22]=[CH:21][C:20]([N+:23]([O-:25])=[O:24])=[CH:19][CH:18]=1.O. Product: [N+:23]([C:20]1[CH:21]=[CH:22][C:17]([O:1][C@H:2]2[CH2:6][CH2:5][N:4]([C:7]([O:9][C:10]([CH3:13])([CH3:12])[CH3:11])=[O:8])[CH2:3]2)=[CH:18][CH:19]=1)([O-:25])=[O:24]. The catalyst class is: 1. (4) Reactant: [C:1]([O:5][C:6](=[O:24])[C@@H:7]([NH:18][C:19](=[O:23])[C@@H:20]([NH2:22])[CH3:21])[CH2:8][C:9]1[C:17]2[C:12](=[CH:13][CH:14]=[CH:15][CH:16]=2)[NH:11][CH:10]=1)([CH3:4])([CH3:3])[CH3:2].C(N(CC)C(C)C)(C)C.[CH2:34]1[C:42]2[C:37](=[CH:38][CH:39]=[CH:40][CH:41]=2)[CH2:36][CH:35]1[C:43](O)=[O:44].CN(C(ON1N=NC2C=CC=NC1=2)=[N+](C)C)C.F[P-](F)(F)(F)(F)F. Product: [C:1]([O:5][C:6](=[O:24])[C@@H:7]([NH:18][C:19](=[O:23])[C@@H:20]([NH:22][C:43]([CH:35]1[CH2:36][C:37]2[C:42](=[CH:41][CH:40]=[CH:39][CH:38]=2)[CH2:34]1)=[O:44])[CH3:21])[CH2:8][C:9]1[C:17]2[C:12](=[CH:13][CH:14]=[CH:15][CH:16]=2)[NH:11][CH:10]=1)([CH3:2])([CH3:3])[CH3:4]. The catalyst class is: 3. (5) Reactant: [Cl:1][C:2]1[CH:3]=[C:4]([NH:8][C:9]2[CH:14]=[CH:13][N:12]3[N:15]=[CH:16][C:17]([CH:18]=O)=[C:11]3[N:10]=2)[CH:5]=[CH:6][CH:7]=1.[S:20]1[CH2:24][C:23](=[O:25])[NH:22][C:21]1=[O:26].N1CCCCC1. Product: [Cl:1][C:2]1[CH:3]=[C:4]([NH:8][C:9]2[CH:14]=[CH:13][N:12]3[N:15]=[CH:16][C:17]([CH:18]=[C:24]4[S:20][C:21](=[O:26])[NH:22][C:23]4=[O:25])=[C:11]3[N:10]=2)[CH:5]=[CH:6][CH:7]=1. The catalyst class is: 14. (6) Reactant: Cl.[F:2][C:3]1[CH:8]=[CH:7][C:6]([N:9]2[C:18]3[C:13](=[CH:14][C:15]([O:19][CH:20]4[CH2:25][CH2:24][NH:23][CH2:22][CH2:21]4)=[CH:16][CH:17]=3)[CH2:12][CH2:11][C:10]2=[O:26])=[CH:5][CH:4]=1.C(N(CC)CC)C.C(O[C:37]1(O[Si](C)(C)C)[CH2:39][CH2:38]1)C.C([BH3-])#N.[Na+]. Product: [CH:37]1([N:23]2[CH2:22][CH2:21][CH:20]([O:19][C:15]3[CH:14]=[C:13]4[C:18](=[CH:17][CH:16]=3)[N:9]([C:6]3[CH:7]=[CH:8][C:3]([F:2])=[CH:4][CH:5]=3)[C:10](=[O:26])[CH2:11][CH2:12]4)[CH2:25][CH2:24]2)[CH2:39][CH2:38]1. The catalyst class is: 130. (7) The catalyst class is: 8. Product: [CH2:29]([C:26]1[CH:27]=[CH:28][C:23]([C:21]2[O:20][N:19]=[C:18]([C:15]3[N:16]=[CH:17][C:12]([CH2:11][NH:10][C@@H:8]4[CH2:7][C@H:6]([C:4]([OH:5])=[O:3])[CH2:9]4)=[N:13][CH:14]=3)[N:22]=2)=[CH:24][CH:25]=1)[CH:30]([CH3:32])[CH3:31]. Reactant: C([O:3][C:4]([CH:6]1[CH2:9][CH:8]([NH:10][CH2:11][C:12]2[CH:17]=[N:16][C:15]([C:18]3[N:22]=[C:21]([C:23]4[CH:28]=[CH:27][C:26]([CH2:29][CH:30]([CH3:32])[CH3:31])=[CH:25][CH:24]=4)[O:20][N:19]=3)=[CH:14][N:13]=2)[CH2:7]1)=[O:5])C.[OH-].[Na+]. (8) Reactant: [CH3:1][O:2][C:3]1[CH:8]=[CH:7][N:6]=[CH:5][C:4]=1[N+:9]([O-])=O.C(OCC)(=O)C.CCCCCC. Product: [NH2:9][C:4]1[CH:5]=[N:6][CH:7]=[CH:8][C:3]=1[O:2][CH3:1]. The catalyst class is: 29.